This data is from Reaction yield outcomes from USPTO patents with 853,638 reactions. The task is: Predict the reaction yield, written as a fraction of the theoretical maximum amount of product (1.0 means a 100% yield; for example, 0.34 means a 34% yield). (1) The reactants are [CH:1]1([CH:6]=O)[CH2:5][CH2:4][CH2:3][CH2:2]1.[F:8][C:9]([F:45])([F:44])[C:10]1[CH:11]=[C:12]([CH:37]=[C:38]([C:40]([F:43])([F:42])[F:41])[CH:39]=1)[CH2:13][N:14]([C:31]1[N:32]=[N:33][N:34]([CH3:36])[N:35]=1)[C@H:15]1[CH2:21][CH2:20][CH2:19][NH:18][C:17]2[CH:22]=[C:23]([C:27]([F:30])([F:29])[F:28])[C:24]([CH3:26])=[CH:25][C:16]1=2.C(O[BH-](OC(=O)C)OC(=O)C)(=O)C.[Na+]. The catalyst is C(O)(=O)C.ClCCCl.C(Cl)Cl. The product is [F:45][C:9]([F:8])([F:44])[C:10]1[CH:11]=[C:12]([CH:37]=[C:38]([C:40]([F:43])([F:41])[F:42])[CH:39]=1)[CH2:13][N:14]([C@H:15]1[CH2:21][CH2:20][CH2:19][N:18]([CH2:6][CH:1]2[CH2:5][CH2:4][CH2:3][CH2:2]2)[C:17]2[CH:22]=[C:23]([C:27]([F:28])([F:29])[F:30])[C:24]([CH3:26])=[CH:25][C:16]1=2)[C:31]1[N:32]=[N:33][N:34]([CH3:36])[N:35]=1. The yield is 0.700. (2) The yield is 0.590. The reactants are [C:1]([C:3]1[CH:4]=[C:5]2[C:10](=[CH:11][CH:12]=1)[NH:9][CH2:8][C@@H:7]([NH:13][S:14]([C:17]1[CH:22]=[CH:21][CH:20]=[CH:19][CH:18]=1)(=[O:16])=[O:15])[CH2:6]2)#[N:2].C(O)(=O)C.C1COCC1.I([Cl:35])(=O)=O.I(Cl)(=O)=O.I(Cl)(=O)=O.I(Cl)(=O)=O.C([N+](C)(C)C)C1C=CC=CC=1. The catalyst is C(Cl)Cl. The product is [Cl:35][C:11]1[CH:12]=[C:3]([C:1]#[N:2])[CH:4]=[C:5]2[C:10]=1[NH:9][CH2:8][CH:7]([NH:13][S:14]([C:17]1[CH:22]=[CH:21][CH:20]=[CH:19][CH:18]=1)(=[O:16])=[O:15])[CH2:6]2.